The task is: Predict the reactants needed to synthesize the given product.. This data is from Retrosynthesis with 50K atom-mapped reactions and 10 reaction types from USPTO. (1) Given the product C#CC#CCC/C=C/C=C/C(=O)NCC(C)C, predict the reactants needed to synthesize it. The reactants are: C#CC#CCC/C=C/C=C/C(=O)O.CC(C)CN. (2) Given the product O=Cc1ccc(Cl)c(I)c1F, predict the reactants needed to synthesize it. The reactants are: OCc1ccc(Cl)c(I)c1F. (3) The reactants are: CC(C)(C)c1cc(C=O)c(O)c(-c2ccc(C(F)(F)F)nc2)c1.NO. Given the product CC(C)(C)c1cc(C=NO)c(O)c(-c2ccc(C(F)(F)F)nc2)c1, predict the reactants needed to synthesize it. (4) The reactants are: Clc1ccncn1.O=C1C(n2cc(C3CCNCC3)nn2)CCc2c(F)cccc2N1CC(F)(F)F. Given the product O=C1C(n2cc(C3CCN(c4ccncn4)CC3)nn2)CCc2c(F)cccc2N1CC(F)(F)F, predict the reactants needed to synthesize it. (5) Given the product COC(=O)c1nc(-c2cccc(N)c2)n(C)c(=O)c1OC(=O)C(C)(C)C, predict the reactants needed to synthesize it. The reactants are: COC(=O)c1nc(-c2cccc([N+](=O)[O-])c2)n(C)c(=O)c1OC(=O)C(C)(C)C. (6) Given the product COc1cc(N2CCOCC2)cc(C(C)C)c1C(=O)NCc1ccc(Cl)cc1, predict the reactants needed to synthesize it. The reactants are: COc1cc(N2CCOCC2)cc(C(C)C)c1C(N)=O.Clc1ccc(CBr)cc1. (7) Given the product CCOC(=O)C(F)(F)CNc1c([N+](=O)[O-])cccc1[N+](=O)[O-], predict the reactants needed to synthesize it. The reactants are: CCO.O=C(O)C(F)(F)CNc1c([N+](=O)[O-])cccc1[N+](=O)[O-]. (8) Given the product CN(C(=O)c1ccc(Cl)cc1)[C@@H]1CCNC[C@H]1c1ccc(Cl)c(Cl)c1, predict the reactants needed to synthesize it. The reactants are: CN(C(=O)c1ccc(Cl)cc1)[C@@H]1CCN(C(=O)OC(C)(C)C)C[C@H]1c1ccc(Cl)c(Cl)c1. (9) Given the product O=C(O)C1C2CCOC21, predict the reactants needed to synthesize it. The reactants are: CCOC(=O)C1C2CCOC21. (10) Given the product Nc1ccnc(Cl)c1[N+](=O)[O-], predict the reactants needed to synthesize it. The reactants are: N.O=[N+]([O-])c1c(Cl)ccnc1Cl.